This data is from Full USPTO retrosynthesis dataset with 1.9M reactions from patents (1976-2016). The task is: Predict the reactants needed to synthesize the given product. (1) Given the product [C:1]1([S:7]([NH:10][C:11]([C:12]2[CH:17]=[CH:16][C:15]3[N:18]=[C:19]([CH3:20])[N:22]([CH2:23][C:24]4[CH:29]=[CH:28][C:27]([F:30])=[CH:26][C:25]=4[F:31])[C:14]=3[CH:13]=2)=[O:32])(=[O:9])=[O:8])[CH:6]=[CH:5][CH:4]=[CH:3][CH:2]=1, predict the reactants needed to synthesize it. The reactants are: [C:1]1([S:7]([NH:10][C:11](=[O:32])[C:12]2[CH:17]=[CH:16][C:15]([NH:18][C:19](=O)[CH3:20])=[C:14]([NH:22][CH2:23][C:24]3[CH:29]=[CH:28][C:27]([F:30])=[CH:26][C:25]=3[F:31])[CH:13]=2)(=[O:9])=[O:8])[CH:6]=[CH:5][CH:4]=[CH:3][CH:2]=1.Cl.CO.C(=O)(O)[O-].[K+]. (2) Given the product [C:26]([O:30][C:31]([N:33]1[CH2:38][CH2:37][CH:36]([O:22][C:20]2[CH:19]=[CH:18][C:17]([N+:23]([O-:25])=[O:24])=[C:16]([CH3:15])[N:21]=2)[CH2:35][CH2:34]1)=[O:32])([CH3:29])([CH3:27])[CH3:28], predict the reactants needed to synthesize it. The reactants are: N(C(OC(C)C)=O)=NC(OC(C)C)=O.[CH3:15][C:16]1[N:21]=[C:20]([OH:22])[CH:19]=[CH:18][C:17]=1[N+:23]([O-:25])=[O:24].[C:26]([O:30][C:31]([N:33]1[CH2:38][CH2:37][CH:36](O)[CH2:35][CH2:34]1)=[O:32])([CH3:29])([CH3:28])[CH3:27].C1(P(C2C=CC=CC=2)C2C=CC=CC=2)C=CC=CC=1. (3) Given the product [I:20][C:14]1[C:15](=[O:19])[C:16]2[C:11]([O:12][C:13]=1[C:21]1[CH:26]=[CH:25][CH:24]=[CH:23][CH:22]=1)=[C:10]1[NH:6][N:7]=[CH:8][C:9]1=[CH:18][CH:17]=2, predict the reactants needed to synthesize it. The reactants are: CN(C)S([N:6]1[C:10]2=[C:11]3[C:16](=[CH:17][CH:18]=[C:9]2[CH:8]=[N:7]1)[C:15](=[O:19])[C:14]([I:20])=[C:13]([C:21]1[CH:26]=[CH:25][CH:24]=[CH:23][CH:22]=1)[O:12]3)(=O)=O.C(O)(C(F)(F)F)=O. (4) Given the product [CH2:1]([O:3][C:4]([C:5]1[C:11]([C:13]2[CH:18]=[CH:17][N:16]=[CH:15][CH:14]=2)=[N:29][N:28]([C:24]2[CH:25]=[CH:26][CH:27]=[C:22]([C:21]([F:20])([F:31])[F:30])[CH:23]=2)[C:6]=1[CH:8]1[CH2:10][CH2:9]1)=[O:19])[CH3:2], predict the reactants needed to synthesize it. The reactants are: [CH2:1]([O:3][C:4](=[O:19])[CH:5]([C:11]([C:13]1[CH:18]=[CH:17][N:16]=[CH:15][CH:14]=1)=O)[C:6]([CH:8]1[CH2:10][CH2:9]1)=O)[CH3:2].[F:20][C:21]([F:31])([F:30])[C:22]1[CH:23]=[C:24]([NH:28][NH2:29])[CH:25]=[CH:26][CH:27]=1. (5) Given the product [CH3:1][O:2][C:3](=[O:15])[CH2:4][C@H:5]1[C:9]2[CH:10]=[CH:11][C:12]([O:14][CH2:40][C:36]3[CH:35]=[C:34]([C:18]4[C:17]([CH3:16])=[C:22]([CH3:23])[C:21]([O:24][CH2:25][CH2:26][CH2:27][S:28]([CH3:31])(=[O:29])=[O:30])=[C:20]([CH3:32])[C:19]=4[CH3:33])[CH:39]=[CH:38][CH:37]=3)=[CH:13][C:8]=2[O:7][CH2:6]1, predict the reactants needed to synthesize it. The reactants are: [CH3:1][O:2][C:3](=[O:15])[CH2:4][C@H:5]1[C:9]2[CH:10]=[CH:11][C:12]([OH:14])=[CH:13][C:8]=2[O:7][CH2:6]1.[CH3:16][C:17]1[C:22]([CH3:23])=[C:21]([O:24][CH2:25][CH2:26][CH2:27][S:28]([CH3:31])(=[O:30])=[O:29])[C:20]([CH3:32])=[C:19]([CH3:33])[C:18]=1[C:34]1[CH:39]=[CH:38][CH:37]=[C:36]([CH2:40]O)[CH:35]=1.C(P(CCCC)CCCC)CCC.N(C(N1CCCCC1)=O)=NC(N1CCCCC1)=O. (6) Given the product [CH2:31]([NH:38][CH2:16][C@@H:15]([C:12]1[CH:13]=[CH:14][C:9]([O:8][CH2:1][C:2]2[CH:7]=[CH:6][CH:5]=[CH:4][CH:3]=2)=[C:10]([NH:26][S:27]([CH3:30])(=[O:29])=[O:28])[CH:11]=1)[O:18][Si:19]([CH2:24][CH3:25])([CH2:22][CH3:23])[CH2:20][CH3:21])[C:32]1[CH:37]=[CH:36][CH:35]=[CH:34][CH:33]=1, predict the reactants needed to synthesize it. The reactants are: [CH2:1]([O:8][C:9]1[CH:14]=[CH:13][C:12]([C@@H:15]([O:18][Si:19]([CH2:24][CH3:25])([CH2:22][CH3:23])[CH2:20][CH3:21])[CH2:16]I)=[CH:11][C:10]=1[NH:26][S:27]([CH3:30])(=[O:29])=[O:28])[C:2]1[CH:7]=[CH:6][CH:5]=[CH:4][CH:3]=1.[CH2:31]([NH2:38])[C:32]1[CH:37]=[CH:36][CH:35]=[CH:34][CH:33]=1. (7) Given the product [C:1]([O:5][C:6](=[O:7])[NH:8][CH:9]([CH2:10][C:11]1[C:19]2[C:14](=[CH:15][CH:16]=[CH:17][CH:18]=2)[NH:13][CH:12]=1)[C:20]([N:24]1[CH2:25][CH2:26][C:27]2[C:32](=[CH:31][CH:30]=[CH:29][CH:28]=2)[CH2:23]1)=[O:22])([CH3:2])([CH3:3])[CH3:4], predict the reactants needed to synthesize it. The reactants are: [C:1]([O:5][C:6]([NH:8][C@H:9]([C:20]([OH:22])=O)[CH2:10][C:11]1[C:19]2[C:14](=[CH:15][CH:16]=[CH:17][CH:18]=2)[NH:13][CH:12]=1)=[O:7])([CH3:4])([CH3:3])[CH3:2].[CH2:23]1[C:32]2[C:27](=[CH:28][CH:29]=[CH:30][CH:31]=2)[CH2:26][CH2:25][NH:24]1.OC1C2N=NNC=2C=CC=1.C(N(C(C)C)CC)(C)C.C(Cl)CCl. (8) Given the product [O:1]1[C:7]2[CH:8]=[CH:9][C:10]([CH:12]=[CH:17][C:16](=[O:18])[CH:15]([CH3:19])[CH3:14])=[CH:11][C:6]=2[O:5][CH2:4][CH2:3][CH2:2]1, predict the reactants needed to synthesize it. The reactants are: [O:1]1[C:7]2[CH:8]=[CH:9][C:10]([CH:12]=O)=[CH:11][C:6]=2[O:5][CH2:4][CH2:3][CH2:2]1.[CH3:14][CH:15]([CH3:19])[C:16](=[O:18])[CH3:17].[OH-].[Na+]. (9) Given the product [Br:12][CH:9]([CH3:10])[C:8]([C:4]1[S:3][C:2]([CH3:1])=[N:6][C:5]=1[CH3:7])=[O:11], predict the reactants needed to synthesize it. The reactants are: [CH3:1][C:2]1[S:3][C:4]([C:8](=[O:11])[CH2:9][CH3:10])=[C:5]([CH3:7])[N:6]=1.[Br:12]Br. (10) Given the product [F:18][C:2]([O:7][C:8]([F:16])([F:17])[C:9]([F:14])([F:15])[C:10]([F:11])([F:13])[F:12])([C:3]([F:6])([F:5])[F:4])[CH2:1][O:19][CH2:23][CH2:22][OH:21], predict the reactants needed to synthesize it. The reactants are: [CH2:1]([OH:19])[C:2]([F:18])([O:7][C:8]([F:17])([F:16])[C:9]([F:15])([F:14])[C:10]([F:13])([F:12])[F:11])[C:3]([F:6])([F:5])[F:4].C1(=O)O[CH2:23][CH2:22][O:21]1.C(=O)([O-])[O-].[K+].[K+].Cl.